Dataset: Forward reaction prediction with 1.9M reactions from USPTO patents (1976-2016). Task: Predict the product of the given reaction. (1) The product is: [O:15]=[C:14]1[C:13]2[C:8](=[CH:9][CH:10]=[CH:11][CH:12]=2)[C:7](=[O:16])[N:6]1[O:5][CH2:4][CH2:3][NH:2][C:18]([NH:20][C:21](=[O:27])[O:22][C:23]([CH3:26])([CH3:25])[CH3:24])=[O:19]. Given the reactants Cl.[NH2:2][CH2:3][CH2:4][O:5][N:6]1[C:14](=[O:15])[C:13]2[C:8](=[CH:9][CH:10]=[CH:11][CH:12]=2)[C:7]1=[O:16].Cl[C:18]([NH:20][C:21](=[O:27])[O:22][C:23]([CH3:26])([CH3:25])[CH3:24])=[O:19].C(N(CC)CC)C, predict the reaction product. (2) Given the reactants [CH3:1][O:2][CH2:3][O:4][C@H:5]1[C@H:11]2[C@H:9]([O:10]2)[CH:8]=[C:7]([C:12]([O:14][CH3:15])=[O:13])[CH2:6]1.CC[O:18]C(C)=O, predict the reaction product. The product is: [OH:18][CH:9]1[C@H:11]([OH:10])[C@H:5]([O:4][CH2:3][O:2][CH3:1])[CH2:6][C:7]([C:12]([O:14][CH3:15])=[O:13])=[CH:8]1. (3) Given the reactants [F:1][C:2]([F:15])([F:14])[C:3]([OH:13])([C:9]([F:12])([F:11])[F:10])[CH2:4][S:5]([O-:8])(=[O:7])=[O:6].[C:16]([C:20]1[CH:25]=[CH:24][C:23]([I+:26][C:27]2[CH:32]=[CH:31][C:30]([C:33]([CH3:36])([CH3:35])[CH3:34])=[CH:29][CH:28]=2)=[CH:22][CH:21]=1)([CH3:19])([CH3:18])[CH3:17].C(N(CC)CC)C.[C:44](Cl)(=[O:49])[C:45]([CH3:48])([CH3:47])[CH3:46], predict the reaction product. The product is: [CH3:46][C:45]([CH3:48])([CH3:47])[C:44]([O:13][C:3]([C:2]([F:1])([F:14])[F:15])([C:9]([F:12])([F:10])[F:11])[CH2:4][S:5]([O-:8])(=[O:7])=[O:6])=[O:49].[C:33]([C:30]1[CH:31]=[CH:32][C:27]([I+:26][C:23]2[CH:22]=[CH:21][C:20]([C:16]([CH3:19])([CH3:18])[CH3:17])=[CH:25][CH:24]=2)=[CH:28][CH:29]=1)([CH3:36])([CH3:35])[CH3:34]. (4) Given the reactants [C:1]([C:3](=[C:9](OCC)[CH2:10][CH3:11])[C:4]([O:6][CH2:7][CH3:8])=[O:5])#[N:2].Cl.[O:16]=[S:17]1(=[O:24])[CH2:21][CH2:20][CH:19]([NH:22][NH2:23])[CH2:18]1.C(N(CC)CC)C, predict the reaction product. The product is: [NH2:2][C:1]1[N:22]([CH:19]2[CH2:20][CH2:21][S:17](=[O:24])(=[O:16])[CH2:18]2)[N:23]=[C:9]([CH2:10][CH3:11])[C:3]=1[C:4]([O:6][CH2:7][CH3:8])=[O:5]. (5) Given the reactants Br[C:2]1[CH:3]=[C:4]([NH:10][C:11]2[CH:16]=[CH:15][C:14]([O:17][CH:18]3[CH2:21][N:20]([CH3:22])[CH2:19]3)=[CH:13][N:12]=2)[C:5](=[O:9])[N:6]([CH3:8])[CH:7]=1.[C:23]([O:26][CH2:27][C:28]1[C:29]([N:37]2[CH2:48][CH2:47][N:46]3[C:39](=[CH:40][C:41]4[CH2:42][C:43]([CH3:50])([CH3:49])[CH2:44][C:45]=43)[C:38]2=[O:51])=[N:30][CH:31]=[CH:32][C:33]=1B(O)O)(=[O:25])[CH3:24].[O-]P([O-])([O-])=O.[K+].[K+].[K+].O.O.O.C([O-])(=O)C.[Na+], predict the reaction product. The product is: [C:23]([O:26][CH2:27][C:28]1[C:29]([N:37]2[CH2:48][CH2:47][N:46]3[C:39](=[CH:40][C:41]4[CH2:42][C:43]([CH3:50])([CH3:49])[CH2:44][C:45]=43)[C:38]2=[O:51])=[N:30][CH:31]=[CH:32][C:33]=1[C:2]1[CH:3]=[C:4]([NH:10][C:11]2[CH:16]=[CH:15][C:14]([O:17][CH:18]3[CH2:21][N:20]([CH3:22])[CH2:19]3)=[CH:13][N:12]=2)[C:5](=[O:9])[N:6]([CH3:8])[CH:7]=1)(=[O:25])[CH3:24]. (6) Given the reactants [H-].[Na+].[CH:3]([C:5]1[NH:6][CH:7]=[CH:8][C:9]=1[C:10]1[CH:15]=[CH:14][C:13]([I:16])=[CH:12][CH:11]=1)=[O:4].[O:17](C(OC(C)(C)C)=O)[C:18]([O:20][C:21]([CH3:24])([CH3:23])[CH3:22])=O, predict the reaction product. The product is: [C:21]([O:20][C:18]([N:6]1[CH:7]=[CH:8][C:9]([C:10]2[CH:15]=[CH:14][C:13]([I:16])=[CH:12][CH:11]=2)=[C:5]1[CH:3]=[O:4])=[O:17])([CH3:24])([CH3:23])[CH3:22].